This data is from Experimentally validated miRNA-target interactions with 360,000+ pairs, plus equal number of negative samples. The task is: Binary Classification. Given a miRNA mature sequence and a target amino acid sequence, predict their likelihood of interaction. (1) The miRNA is hsa-miR-4742-5p with sequence UCAGGCAAAGGGAUAUUUACAGA. The protein sequence of the target gene is MQRDCIMDYKESCPSVSIPSSDEHREKKKRFTVYKVLVSVGRSEWFVFRRYAEFDKLYNSLKKQFPAMALKIPAKRIFGDNFDPDFIKQRRAGLNEFIQNLVRYPELYNHPDVRAFLQMDSPRHQSDPSEDEDERSTSKPHSTSRNINLGPTGNPHAKPTDFDFLKVIGKGSFGKVLLAKRKLDGKFYAVKVLQKKIVLNRKEQKHIMAERNVLLKNVKHPFLVGLHYSFQTTEKLYFVLDFVNGGELFFHLQRERSFPEPRARFYAAEIASALGYLHSIKIVYRDLKPENILLDSMGHV.... Result: 0 (no interaction). (2) The miRNA is mmu-miR-486a-3p with sequence CGGGGCAGCUCAGUACAGGAU. The protein sequence of the target gene is METYESPSPLPREPAGEAMMENRACPFQVLPHEQSPPPPLQTSSDAEVMDVGSGGDGQSEPPADDPFNFYGASLLSKGSFSKGRLLIDPNCSGHSPRTARHAPAVRKFSPDLKLLKDVKISVSFTESCRSKDRKVLYTGVERSTRPECGQLLSPVSGDVHACPFGGSVGNGVGLGGESADKKDEENELDQEKRVEYAVLDELEDFTDNLELDEEGTGGFTAKAIVQRDRVDEEALNFSYEDDFDNDVDALLEEGLCAPKKRRMEEKYGGDSDHPSDGETSVQPMMTKIKTVLKSRGRPPT.... Result: 0 (no interaction).